This data is from Forward reaction prediction with 1.9M reactions from USPTO patents (1976-2016). The task is: Predict the product of the given reaction. (1) Given the reactants [CH2:1]([N:8]1[CH2:12][CH2:11][C@H:10]([CH2:13]I)[C@@H:9]1[C:15]([O:17][CH3:18])=[O:16])[C:2]1[CH:7]=[CH:6][CH:5]=[CH:4][CH:3]=1.[N-:19]=[N+:20]=[N-:21].[Na+], predict the reaction product. The product is: [N:19]([CH2:13][C@H:10]1[CH2:11][CH2:12][N:8]([CH2:1][C:2]2[CH:7]=[CH:6][CH:5]=[CH:4][CH:3]=2)[C@H:9]1[C:15]([O:17][CH3:18])=[O:16])=[N+:20]=[N-:21]. (2) Given the reactants [C:1]([O:5][C:6]([NH:8][CH2:9][CH2:10][C:11]1[CH:16]=[CH:15][C:14]([S:17]([C:20]2[CH:21]=[CH:22][C:23]([O:30][CH2:31][C:32](OCC)=[O:33])=[C:24]([CH:29]=2)[C:25]([O:27][CH3:28])=[O:26])(=[O:19])=[O:18])=[CH:13][CH:12]=1)=[O:7])([CH3:4])([CH3:3])[CH3:2].[BH4-].[Na+].CO.C(=O)(O)[O-].[Na+], predict the reaction product. The product is: [C:1]([O:5][C:6]([NH:8][CH2:9][CH2:10][C:11]1[CH:16]=[CH:15][C:14]([S:17]([C:20]2[CH:21]=[CH:22][C:23]([O:30][CH2:31][CH2:32][OH:33])=[C:24]([CH:29]=2)[C:25]([O:27][CH3:28])=[O:26])(=[O:18])=[O:19])=[CH:13][CH:12]=1)=[O:7])([CH3:3])([CH3:2])[CH3:4]. (3) Given the reactants [CH3:1][C:2]1([C:7]2[N:8]=[C:9]([CH2:12][N:13]3[N:17]=[C:16]([NH2:18])[CH:15]=[N:14]3)[S:10][CH:11]=2)[O:6]CCO1.[F:19][C:20]([F:33])([F:32])[C:21]1[CH:26]=[CH:25][CH:24]=[CH:23][C:22]=1/[CH:27]=[CH:28]/[C:29](O)=[O:30], predict the reaction product. The product is: [C:2]([C:7]1[N:8]=[C:9]([CH2:12][N:13]2[N:17]=[C:16]([NH:18][C:29](=[O:30])/[CH:28]=[CH:27]/[C:22]3[CH:23]=[CH:24][CH:25]=[CH:26][C:21]=3[C:20]([F:32])([F:33])[F:19])[CH:15]=[N:14]2)[S:10][CH:11]=1)(=[O:6])[CH3:1]. (4) Given the reactants Br[CH2:2][C:3]1[C:12]([Cl:13])=[N:11][CH:10]=[CH:9][C:4]=1[C:5]([O:7]C)=O.Cl.[F:15][C:16]([F:32])([C:28]([F:31])([F:30])[F:29])[CH2:17][O:18][C:19]1[N:24]=[CH:23][C:22]([CH:25]([NH2:27])[CH3:26])=[CH:21][CH:20]=1, predict the reaction product. The product is: [Cl:13][C:12]1[C:3]2[CH2:2][N:27]([CH:25]([C:22]3[CH:23]=[N:24][C:19]([O:18][CH2:17][C:16]([F:32])([F:15])[C:28]([F:29])([F:30])[F:31])=[CH:20][CH:21]=3)[CH3:26])[C:5](=[O:7])[C:4]=2[CH:9]=[CH:10][N:11]=1. (5) Given the reactants [Cl-].O[NH3+:3].[C:4](=[O:7])([O-])[OH:5].[Na+].CS(C)=O.[CH:13]1([O:17][C:18]2[CH:23]=[CH:22][C:21]([N:24]3[C:29](=[O:30])[C:28]([CH2:31][C:32]4[CH:37]=[CH:36][C:35]([C:38]5[C:39]([C:44]#[N:45])=[CH:40][CH:41]=[CH:42][CH:43]=5)=[CH:34][CH:33]=4)=[C:27]([CH2:46][CH2:47][CH3:48])[N:26]=[C:25]3[CH3:49])=[CH:20][C:19]=2[F:50])[CH2:16][CH2:15][CH2:14]1, predict the reaction product. The product is: [CH:13]1([O:17][C:18]2[CH:23]=[CH:22][C:21]([N:24]3[C:29](=[O:30])[C:28]([CH2:31][C:32]4[CH:37]=[CH:36][C:35]([C:38]5[CH:43]=[CH:42][CH:41]=[CH:40][C:39]=5[C:44]5[NH:3][C:4](=[O:7])[O:5][N:45]=5)=[CH:34][CH:33]=4)=[C:27]([CH2:46][CH2:47][CH3:48])[N:26]=[C:25]3[CH3:49])=[CH:20][C:19]=2[F:50])[CH2:14][CH2:15][CH2:16]1. (6) Given the reactants [Cl:1][C:2]1[C:3]([C:16]2[C:24]3[C:19](=[CH:20][CH:21]=[CH:22][CH:23]=3)[N:18]([S:25]([C:28]3[CH:33]=[CH:32][CH:31]=[CH:30][CH:29]=3)(=[O:27])=[O:26])[CH:17]=2)=[N:4][C:5]([NH:8][CH2:9][CH:10]2[CH2:15][CH2:14][CH2:13][NH:12][CH2:11]2)=[N:6][CH:7]=1.[C:34]([O:38][C:39]([NH:41][C:42]1[CH:50]=[CH:49][C:45]([C:46](O)=[O:47])=[CH:44][CH:43]=1)=[O:40])([CH3:37])([CH3:36])[CH3:35].CN(C(ON1N=NC2C=CC=CC1=2)=[N+](C)C)C.F[P-](F)(F)(F)(F)F.C(N(C(C)C)CC)(C)C, predict the reaction product. The product is: [Cl:1][C:2]1[C:3]([C:16]2[C:24]3[C:19](=[CH:20][CH:21]=[CH:22][CH:23]=3)[N:18]([S:25]([C:28]3[CH:33]=[CH:32][CH:31]=[CH:30][CH:29]=3)(=[O:27])=[O:26])[CH:17]=2)=[N:4][C:5]([NH:8][CH2:9][CH:10]2[CH2:15][CH2:14][CH2:13][N:12]([C:46]([C:45]3[CH:44]=[CH:43][C:42]([NH:41][C:39](=[O:40])[O:38][C:34]([CH3:36])([CH3:35])[CH3:37])=[CH:50][CH:49]=3)=[O:47])[CH2:11]2)=[N:6][CH:7]=1. (7) Given the reactants [CH3:1][O:2][C:3]1[CH:4]=[C:5]([CH:8]=[C:9]([O:11][CH3:12])[CH:10]=1)[CH2:6][NH2:7].[CH2:13]1[CH2:19][S:16](=[O:18])(=[O:17])[O:15][CH2:14]1, predict the reaction product. The product is: [CH3:12][O:11][C:9]1[CH:8]=[C:5]([CH:4]=[C:3]([O:2][CH3:1])[CH:10]=1)[CH2:6][NH:7][CH2:14][CH2:13][CH2:19][S:16]([OH:18])(=[O:17])=[O:15]. (8) Given the reactants [F:1][C:2]1[CH:7]=[C:6]([F:8])[CH:5]=[CH:4][C:3]=1[C:9]1[N:10]=[C:11]2[N:15]([C:16]=1[C:17]1[CH:18]=[CH:19][C:20]([NH:23][NH2:24])=[N:21][CH:22]=1)[CH:14]=[CH:13][O:12]2.[CH3:25][CH:26]([CH3:29])[CH:27]=O.C(O)(=O)C.C(O)(=O)C.IC1C=CC=CC=1, predict the reaction product. The product is: [F:1][C:2]1[CH:7]=[C:6]([F:8])[CH:5]=[CH:4][C:3]=1[C:9]1[N:10]=[C:11]2[N:15]([C:16]=1[C:17]1[CH:18]=[CH:19][C:20]3[N:21]([C:25]([CH:26]([CH3:29])[CH3:27])=[N:24][N:23]=3)[CH:22]=1)[CH:14]=[CH:13][O:12]2. (9) Given the reactants [NH2:1][C:2]1[C:7]([NH:8][C:9](=O)OC)=[CH:6][C:5]([C:13]([F:16])([F:15])[F:14])=[CH:4][N:3]=1.[H-].[Al+3].[Li+].[H-].[H-].[H-].[OH-].[Na+], predict the reaction product. The product is: [CH3:9][NH:8][C:7]1[C:2]([NH2:1])=[N:3][CH:4]=[C:5]([C:13]([F:14])([F:15])[F:16])[CH:6]=1.